This data is from Forward reaction prediction with 1.9M reactions from USPTO patents (1976-2016). The task is: Predict the product of the given reaction. (1) Given the reactants [Br:1][C:2]1[C:3](Cl)=[N:4][CH:5]=[CH:6][CH:7]=1.[NH2:9][C:10]1[CH:15]=[CH:14][C:13]([OH:16])=[CH:12][CH:11]=1.C(=O)([O-])[O-].[Cs+].[Cs+].CS(C)=O, predict the reaction product. The product is: [Br:1][C:2]1[C:3]([O:16][C:13]2[CH:14]=[CH:15][C:10]([NH2:9])=[CH:11][CH:12]=2)=[N:4][CH:5]=[CH:6][CH:7]=1. (2) Given the reactants [N-:1]=[N+:2]=[N-:3].[Na+].[CH:5]1([C:11]([C:13]2[CH:20]=[CH:19][C:16]([CH2:17]Br)=[CH:15][CH:14]=2)=[O:12])[CH2:10][CH2:9][CH2:8][CH2:7][CH2:6]1.O, predict the reaction product. The product is: [N:1]([CH2:17][C:16]1[CH:19]=[CH:20][C:13]([C:11]([CH:5]2[CH2:10][CH2:9][CH2:8][CH2:7][CH2:6]2)=[O:12])=[CH:14][CH:15]=1)=[N+:2]=[N-:3]. (3) Given the reactants [CH2:1]([Mg]Br)[CH3:2].[CH2:5]([N:12]1[C@H:16]([CH2:17][O:18][Si:19]([C:22]([CH3:25])([CH3:24])[CH3:23])([CH3:21])[CH3:20])[CH2:15][CH2:14][C:13]1=O)[C:6]1[CH:11]=[CH:10][CH:9]=[CH:8][CH:7]=1, predict the reaction product. The product is: [CH2:5]([N:12]1[C@H:16]([CH2:17][O:18][Si:19]([C:22]([CH3:25])([CH3:24])[CH3:23])([CH3:21])[CH3:20])[CH2:15][CH2:14][C:13]21[CH2:2][CH2:1]2)[C:6]1[CH:11]=[CH:10][CH:9]=[CH:8][CH:7]=1.